From a dataset of Forward reaction prediction with 1.9M reactions from USPTO patents (1976-2016). Predict the product of the given reaction. (1) Given the reactants [Br:1][C:2]1[CH:9]=[CH:8][C:5]([CH:6]=O)=[C:4]([Cl:10])[CH:3]=1.[CH3:11][C:12]([S@:15]([NH2:17])=[O:16])([CH3:14])[CH3:13], predict the reaction product. The product is: [Br:1][C:2]1[CH:9]=[CH:8][C:5](/[CH:6]=[N:17]\[S@@:15]([C:12]([CH3:14])([CH3:13])[CH3:11])=[O:16])=[C:4]([Cl:10])[CH:3]=1. (2) Given the reactants [CH3:1][C@@H:2]1[N:6]2[C:7]3[C:16]4[C:11](=[CH:12][CH:13]=[CH:14][CH:15]=4)[N:10]=[CH:9][C:8]=3[N:17]=[C:5]2[N:4]([C:18]([O:20][C:21]([CH3:24])([CH3:23])[CH3:22])=[O:19])[CH2:3]1.C1C=C(Cl)C=C(C(OO)=[O:33])C=1.C([O-])([O-])=O.[Na+].[Na+], predict the reaction product. The product is: [CH3:1][C@@H:2]1[N:6]2[C:7]3[C:16]4[C:11](=[CH:12][CH:13]=[CH:14][CH:15]=4)[N+:10]([O-:33])=[CH:9][C:8]=3[N:17]=[C:5]2[N:4]([C:18]([O:20][C:21]([CH3:23])([CH3:22])[CH3:24])=[O:19])[CH2:3]1. (3) Given the reactants [CH3:1][O:2][C:3]1[CH:12]=[CH:11][CH:10]=[C:9]2[C:4]=1[CH:5]=[CH:6][C:7](=[O:16])[N:8]2[CH2:13][CH:14]=O.[O:17]1[C:22]2[CH:23]=[CH:24][C:25]([CH2:27][N:28]([CH:36]3[CH2:41][CH2:40][NH:39][CH2:38][CH2:37]3)[C:29](=[O:35])[O:30][C:31]([CH3:34])([CH3:33])[CH3:32])=[CH:26][C:21]=2[O:20][CH2:19][CH2:18]1.C(O[BH-](OC(=O)C)OC(=O)C)(=O)C.[Na+].C(=O)([O-])O.[Na+], predict the reaction product. The product is: [O:17]1[C:22]2[CH:23]=[CH:24][C:25]([CH2:27][N:28]([CH:36]3[CH2:41][CH2:40][N:39]([CH2:14][CH2:13][N:8]4[C:9]5[C:4](=[C:3]([O:2][CH3:1])[CH:12]=[CH:11][CH:10]=5)[CH:5]=[CH:6][C:7]4=[O:16])[CH2:38][CH2:37]3)[C:29](=[O:35])[O:30][C:31]([CH3:34])([CH3:32])[CH3:33])=[CH:26][C:21]=2[O:20][CH2:19][CH2:18]1. (4) Given the reactants C([O:3][C:4](=[O:36])[CH2:5][O:6][C:7]1[CH:12]=[CH:11][CH:10]=[C:9]([CH2:13][CH2:14][N:15]([CH2:29][CH2:30][CH2:31][CH2:32][CH2:33][CH2:34][CH3:35])[C:16]([NH:18][C:19]2[CH:24]=[CH:23][C:22]([O:25][CH3:26])=[CH:21][C:20]=2[O:27][CH3:28])=[O:17])[CH:8]=1)C.C(=O)([O-])[O-].[K+].[K+].CO, predict the reaction product. The product is: [CH3:28][O:27][C:20]1[CH:21]=[C:22]([O:25][CH3:26])[CH:23]=[CH:24][C:19]=1[NH:18][C:16](=[O:17])[N:15]([CH2:14][CH2:13][C:9]1[CH:8]=[C:7]([CH:12]=[CH:11][CH:10]=1)[O:6][CH2:5][C:4]([OH:36])=[O:3])[CH2:29][CH2:30][CH2:31][CH2:32][CH2:33][CH2:34][CH3:35]. (5) Given the reactants [F:1][C:2]1[CH:10]=[CH:9][C:8]([F:11])=[CH:7][C:3]=1[C:4]([OH:6])=O.C(N1C=CN=C1)(N1C=CN=C1)=O.[CH:24]([NH2:27])([CH3:26])[CH3:25], predict the reaction product. The product is: [F:1][C:2]1[CH:10]=[CH:9][C:8]([F:11])=[CH:7][C:3]=1[C:4]([NH:27][CH:24]([CH3:26])[CH3:25])=[O:6]. (6) Given the reactants C(OC(=O)[NH:7][CH2:8][CH2:9][CH2:10][CH2:11][C:12]([N:14]1[CH2:19][CH2:18][N:17]([C:20](=[O:47])[C:21]2[CH:26]=[CH:25][C:24]([NH:27][C:28]3[N:33]=[C:32]([CH:34]4[CH2:39][CH2:38][N:37]([C:40](=[O:43])[CH:41]=[CH2:42])[CH2:36][CH2:35]4)[CH:31]=[CH:30][C:29]=3[C:44](=[O:46])[NH2:45])=[CH:23][CH:22]=2)[CH2:16][CH2:15]1)=[O:13])(C)(C)C.[ClH:49], predict the reaction product. The product is: [ClH:49].[C:40]([N:37]1[CH2:36][CH2:35][CH:34]([C:32]2[CH:31]=[CH:30][C:29]([C:44]([NH2:45])=[O:46])=[C:28]([NH:27][C:24]3[CH:25]=[CH:26][C:21]([C:20]([N:17]4[CH2:18][CH2:19][N:14]([C:12](=[O:13])[CH2:11][CH2:10][CH2:9][CH2:8][NH2:7])[CH2:15][CH2:16]4)=[O:47])=[CH:22][CH:23]=3)[N:33]=2)[CH2:39][CH2:38]1)(=[O:43])[CH:41]=[CH2:42]. (7) Given the reactants Cl[C:2]1[N:7]=[C:6]([NH:8][C:9]2[CH:14]=[CH:13][CH:12]=[CH:11][C:10]=2[S:15]([N:18]2[CH2:22][CH2:21][CH2:20][CH2:19]2)(=[O:17])=[O:16])[C:5]([Cl:23])=[CH:4][N:3]=1.[CH3:24][N:25]1[CH2:30][CH2:29][N:28]([CH2:31][C:32]2[CH:38]=[CH:37][C:35]([NH2:36])=[CH:34][CH:33]=2)[CH2:27][CH2:26]1, predict the reaction product. The product is: [Cl:23][C:5]1[C:6]([NH:8][C:9]2[CH:14]=[CH:13][CH:12]=[CH:11][C:10]=2[S:15]([N:18]2[CH2:22][CH2:21][CH2:20][CH2:19]2)(=[O:17])=[O:16])=[N:7][C:2]([NH:36][C:35]2[CH:34]=[CH:33][C:32]([CH2:31][N:28]3[CH2:27][CH2:26][N:25]([CH3:24])[CH2:30][CH2:29]3)=[CH:38][CH:37]=2)=[N:3][CH:4]=1.